Dataset: Forward reaction prediction with 1.9M reactions from USPTO patents (1976-2016). Task: Predict the product of the given reaction. (1) Given the reactants [CH:1]1[C:6]([OH:7])=[CH:5][CH:4]=[C:3]([CH3:8])[CH:2]=1.N(C(OC(C)C)=O)=NC(OC(C)C)=O.C1(P(C2C=CC=CC=2)C2C=CC=CC=2)C=CC=CC=1.[CH2:42](O)[C:43]([CH3:46])([CH3:45])[CH3:44], predict the reaction product. The product is: [CH3:42][C:43]([CH3:46])([CH3:45])[CH2:44][O:7][C:6]1[CH:5]=[CH:4][C:3]([CH3:8])=[CH:2][CH:1]=1. (2) Given the reactants [O:1]=[C:2]1[C:11]2[C:6](=[C:7]([C:12]3[C:13](C)=[N:14][N:15]([CH3:18])[C:16]=3[CH3:17])[N:8]=[CH:9][CH:10]=2)[O:5][C:4]([C:20]2[CH:25]=[CH:24][CH:23]=[CH:22][CH:21]=2)=[C:3]1[C:26]1[CH:31]=[CH:30][C:29]([C:32]2([NH:36][C:37](=[O:43])[O:38][C:39]([CH3:42])([CH3:41])[CH3:40])[CH2:35][CH2:34][CH2:33]2)=[CH:28][CH:27]=1.ClC1N=CC=C2C(=O)C(C3C=CC(C4(NC(=O)OC(C)(C)C)CCC4)=CC=3)=C(C3C=CC=CC=3)OC=12.CN1C(C)=C(B2OC(C)(C)C(C)(C)O2)C=N1, predict the reaction product. The product is: [CH3:18][N:15]1[C:16]([CH3:17])=[C:12]([C:7]2[N:8]=[CH:9][CH:10]=[C:11]3[C:2](=[O:1])[C:3]([C:26]4[CH:27]=[CH:28][C:29]([C:32]5([NH:36][C:37](=[O:43])[O:38][C:39]([CH3:42])([CH3:41])[CH3:40])[CH2:35][CH2:34][CH2:33]5)=[CH:30][CH:31]=4)=[C:4]([C:20]4[CH:21]=[CH:22][CH:23]=[CH:24][CH:25]=4)[O:5][C:6]=23)[CH:13]=[N:14]1. (3) Given the reactants [F:1][C:2]1[CH:29]=[CH:28][C:5]([CH2:6][N:7]2[C:11]3=[CH:12][N:13]=[C:14]([C:24]([O:26][CH3:27])=[O:25])[C:15](OS(C(F)(F)F)(=O)=O)=[C:10]3[CH:9]=[CH:8]2)=[CH:4][CH:3]=1.[CH2:30]([O:33][Si](C)(C)C)[C:31]#[CH:32].[Cl-].[Li+].C(N(CC)CC)C, predict the reaction product. The product is: [F:1][C:2]1[CH:29]=[CH:28][C:5]([CH2:6][N:7]2[C:11]3=[CH:12][N:13]=[C:14]([C:24]([O:26][CH3:27])=[O:25])[C:15]([C:32]#[C:31][CH2:30][OH:33])=[C:10]3[CH:9]=[CH:8]2)=[CH:4][CH:3]=1.